Dataset: Forward reaction prediction with 1.9M reactions from USPTO patents (1976-2016). Task: Predict the product of the given reaction. (1) Given the reactants Br[C:2]1[CH:3]=[C:4](/[CH:15]=[C:16](\[CH3:22])/[C:17]([O:19][CH2:20][CH3:21])=[O:18])[C:5]([N:8]2[CH2:12][CH:11]([CH3:13])[CH:10]([CH3:14])[CH2:9]2)=[N:6][CH:7]=1.[CH2:23]([O:27][CH2:28][CH2:29][O:30][C:31]1[CH:36]=[CH:35][C:34](OB(O)O)=[CH:33][CH:32]=1)[CH2:24][CH2:25][CH3:26].C(=O)([O-])[O-].[K+].[K+], predict the reaction product. The product is: [CH2:23]([O:27][CH2:28][CH2:29][O:30][C:31]1[CH:32]=[CH:33][C:34]([C:2]2[CH:3]=[C:4](/[CH:15]=[C:16](\[CH3:22])/[C:17]([O:19][CH2:20][CH3:21])=[O:18])[C:5]([N:8]3[CH2:12][CH:11]([CH3:13])[CH:10]([CH3:14])[CH2:9]3)=[N:6][CH:7]=2)=[CH:35][CH:36]=1)[CH2:24][CH2:25][CH3:26]. (2) Given the reactants [OH:1][C:2]1[C:7]([O:8][CH3:9])=[CH:6][C:5]([I:10])=[CH:4][C:3]=1[O:11][CH3:12].[CH:13](I)([CH3:15])[CH3:14].[H-].[Na+].O, predict the reaction product. The product is: [I:10][C:5]1[CH:6]=[C:7]([O:8][CH3:9])[C:2]([O:1][CH:13]([CH3:15])[CH3:14])=[C:3]([O:11][CH3:12])[CH:4]=1. (3) Given the reactants Br[C:2]1[CH:7]=[C:6]([O:8][CH2:9][CH:10]([CH3:12])[CH3:11])[N:5]=[C:4]([C:13]([CH3:16])([CH3:15])[CH3:14])[CH:3]=1.[B:17]1([B:17]2[O:21][C:20]([CH3:23])([CH3:22])[C:19]([CH3:25])([CH3:24])[O:18]2)[O:21][C:20]([CH3:23])([CH3:22])[C:19]([CH3:25])([CH3:24])[O:18]1.CC([O-])=O.[K+], predict the reaction product. The product is: [C:13]([C:4]1[CH:3]=[C:2]([B:17]2[O:21][C:20]([CH3:23])([CH3:22])[C:19]([CH3:25])([CH3:24])[O:18]2)[CH:7]=[C:6]([O:8][CH2:9][CH:10]([CH3:12])[CH3:11])[N:5]=1)([CH3:16])([CH3:15])[CH3:14]. (4) Given the reactants C(N(CC)C(C)C)(C)C.N1([C:15]2[CH2:16][CH2:17][N:18]([C:21]([O:23][C:24]([CH3:27])([CH3:26])[CH3:25])=[O:22])[CH2:19][CH:20]=2)CCCC1.[CH:28]1([C:31](Cl)=[O:32])[CH2:30][CH2:29]1.[O:34]1CCOCC1, predict the reaction product. The product is: [CH:28]1([C:31]([CH:20]2[C:15](=[O:34])[CH2:16][CH2:17][N:18]([C:21]([O:23][C:24]([CH3:25])([CH3:26])[CH3:27])=[O:22])[CH2:19]2)=[O:32])[CH2:30][CH2:29]1.